Dataset: Reaction yield outcomes from USPTO patents with 853,638 reactions. Task: Predict the reaction yield, written as a fraction of the theoretical maximum amount of product (1.0 means a 100% yield; for example, 0.34 means a 34% yield). (1) The yield is 0.600. The reactants are [CH3:1][C:2]1[CH:3]=[CH:4][C:5]([N:9]2[CH:13]=[CH:12][C:11]([C:14]([F:17])([F:16])[F:15])=[N:10]2)=[N+:6]([O-])[CH:7]=1.O=P(Cl)(Cl)[Cl:20]. The product is [Cl:20][C:7]1[C:2]([CH3:1])=[CH:3][CH:4]=[C:5]([N:9]2[CH:13]=[CH:12][C:11]([C:14]([F:17])([F:16])[F:15])=[N:10]2)[N:6]=1. The catalyst is C1CCCCC1.C(OCC)(=O)C. (2) The reactants are [C:1]([C:3]1[CH:4]=[C:5]([NH:14][C:15](=[O:17])[CH3:16])[CH:6]=[CH:7][C:8]=1[S:9]([CH2:12][CH3:13])(=[O:11])=[O:10])#[N:2]. The catalyst is CO.[Ni]. The product is [NH2:2][CH2:1][C:3]1[CH:4]=[C:5]([NH:14][C:15](=[O:17])[CH3:16])[CH:6]=[CH:7][C:8]=1[S:9]([CH2:12][CH3:13])(=[O:11])=[O:10]. The yield is 0.920. (3) The reactants are [Br:1][CH2:2][C:3](Cl)=[O:4].[NH2:6][C:7]1[CH:12]=[CH:11][CH:10]=[CH:9][CH:8]=1.C(N(CC)CC)C.O. The catalyst is O1CCCC1. The product is [Br:1][CH2:2][C:3]([NH:6][C:7]1[CH:12]=[CH:11][CH:10]=[CH:9][CH:8]=1)=[O:4]. The yield is 0.929. (4) The reactants are [Cl:1][C:2]1[CH:7]=[CH:6][N:5]=[C:4]([NH2:8])[C:3]=1[I:9].[N+:10]([O-])([O-:12])=[O:11].[K+].[OH-].[NH4+]. The catalyst is OS(O)(=O)=O. The product is [Cl:1][C:2]1[C:7]([N+:10]([O-:12])=[O:11])=[CH:6][N:5]=[C:4]([NH2:8])[C:3]=1[I:9]. The yield is 0.290.